Dataset: Forward reaction prediction with 1.9M reactions from USPTO patents (1976-2016). Task: Predict the product of the given reaction. (1) Given the reactants Br[C:2]1[C:3]([NH:16][CH:17]2[CH2:22][CH2:21][N:20]([CH2:23][C:24]3[CH:29]=[CH:28][CH:27]=[CH:26][CH:25]=3)[CH2:19][CH2:18]2)=[N:4][C:5]([NH:8][CH2:9][C:10]2[CH:15]=[CH:14][CH:13]=[CH:12][N:11]=2)=[N:6][CH:7]=1.[O:30]1[CH:34]=[CH:33][C:32](B(O)O)=[CH:31]1, predict the reaction product. The product is: [O:30]1[CH:34]=[CH:33][C:32]([C:2]2[C:3]([NH:16][CH:17]3[CH2:22][CH2:21][N:20]([CH2:23][C:24]4[CH:29]=[CH:28][CH:27]=[CH:26][CH:25]=4)[CH2:19][CH2:18]3)=[N:4][C:5]([NH:8][CH2:9][C:10]3[CH:15]=[CH:14][CH:13]=[CH:12][N:11]=3)=[N:6][CH:7]=2)=[CH:31]1. (2) The product is: [F:1][C:2]1[CH:14]=[CH:13][C:5]2[CH2:6][C@H:7]([S:24][C:20]3[N:19]([CH3:18])[CH:23]=[N:22][N:21]=3)[B:8]([OH:10])[O:9][C:4]=2[C:3]=1[C:15]([OH:17])=[O:16]. Given the reactants [F:1][C:2]1[CH:14]=[CH:13][C:5]2[CH2:6][C@H:7](OC)[B:8]([OH:10])[O:9][C:4]=2[C:3]=1[C:15]([OH:17])=[O:16].[CH3:18][N:19]1[CH:23]=[N:22][N:21]=[C:20]1[SH:24], predict the reaction product. (3) The product is: [Cl:23][CH2:7][C:6]1[N:2]([CH3:1])[N:3]=[C:4]([N:9]2[CH2:13][CH2:12][CH2:11][CH2:10]2)[N:5]=1. Given the reactants [CH3:1][N:2]1[C:6]([CH2:7]O)=[N:5][C:4]([N:9]2[CH2:13][CH2:12][CH2:11][CH2:10]2)=[N:3]1.C(N(CC)CC)C.S(Cl)([Cl:23])=O, predict the reaction product. (4) Given the reactants [I:1]I.[CH2:3]([C:5]1[CH:11]=[CH:10][CH:9]=[CH:8][C:6]=1[NH2:7])[CH3:4].C([O-])(O)=O.[Na+].CO, predict the reaction product. The product is: [CH2:3]([C:5]1[CH:11]=[C:10]([I:1])[CH:9]=[CH:8][C:6]=1[NH2:7])[CH3:4]. (5) The product is: [F:20][C:19]1[C:12]([F:11])=[CH:13][CH:14]=[C:15]([CH3:21])[C:16]=1[CH:17]=[N:29][C:27]([O:36][Si:3]([CH3:5])([CH3:4])[CH3:2])=[CH2:28]. Given the reactants [Li+].[CH3:2][Si:3]([N-][Si:3]([CH3:5])([CH3:4])[CH3:2])([CH3:5])[CH3:4].[F:11][C:12]1[CH:13]=[CH:14][C:15]([CH3:21])=[C:16]([C:19]=1[F:20])[CH:17]=O.C[Si](Cl)(C)C.[CH2:27]([N:29](CC)CC)[CH3:28].C(Cl)(=[O:36])C, predict the reaction product. (6) Given the reactants [CH3:1][C:2]([CH3:53])([CH3:52])[CH2:3][NH:4][C:5]([C:7]1[CH:12]=[CH:11][CH:10]=[C:9]([C:13]2[C:21]3[C:16](=[CH:17][CH:18]=[C:19]([C:22]4[N:26]=[CH:25][N:24](C(C5C=CC=CC=5)(C5C=CC=CC=5)C5C=CC=CC=5)[N:23]=4)[CH:20]=3)[N:15](C3CCCCO3)[N:14]=2)[CH:8]=1)=[O:6].Cl.C(=O)(O)[O-].[Na+], predict the reaction product. The product is: [NH:23]1[C:22]([C:19]2[CH:20]=[C:21]3[C:16](=[CH:17][CH:18]=2)[NH:15][N:14]=[C:13]3[C:9]2[CH:8]=[C:7]([C:5]([NH:4][CH2:3][C:2]([CH3:53])([CH3:52])[CH3:1])=[O:6])[CH:12]=[CH:11][CH:10]=2)=[N:26][CH:25]=[N:24]1. (7) Given the reactants [Cl:1][S:2]([N:5]=[C:6]=[O:7])(=[O:4])=[O:3].[C:8]([OH:12])([CH3:11])([CH3:10])[CH3:9].[NH2:13][CH2:14][CH2:15][CH2:16][NH:17][C:18]1[C:23]([Br:24])=[CH:22][N:21]=[C:20]([NH:25][C:26]2[CH:27]=[C:28]([NH:32][C:33]([N:35]3[CH2:39][CH2:38][CH2:37][CH2:36]3)=[O:34])[CH:29]=[CH:30][CH:31]=2)[N:19]=1.CCN(C(C)C)C(C)C, predict the reaction product. The product is: [Cl:1][S:2](=[O:4])(=[O:3])[NH:5][C:6]([O:12][C:8]([CH3:11])([CH3:10])[CH3:9])=[O:7].[NH2:5][S:2]([NH:13][CH2:14][CH2:15][CH2:16][NH:17][C:18]1[C:23]([Br:24])=[CH:22][N:21]=[C:20]([NH:25][C:26]2[CH:27]=[C:28]([NH:32][C:33]([N:35]3[CH2:39][CH2:38][CH2:37][CH2:36]3)=[O:34])[CH:29]=[CH:30][CH:31]=2)[N:19]=1)(=[O:4])=[O:3]. (8) The product is: [Cl:1][C:2]1[CH:21]=[CH:20][C:5]([O:6][C:7]2[CH:12]=[N:11][CH:10]=[C:9]3[S:13][C:14]([CH2:16][OH:17])=[CH:15][C:8]=23)=[CH:4][CH:3]=1. Given the reactants [Cl:1][C:2]1[CH:21]=[CH:20][C:5]([O:6][C:7]2[CH:12]=[N:11][CH:10]=[C:9]3[S:13][C:14]([C:16](OC)=[O:17])=[CH:15][C:8]=23)=[CH:4][CH:3]=1.[Cl-].[Cl-].[Ca+2].[BH4-].[Na+].O, predict the reaction product.